From a dataset of Catalyst prediction with 721,799 reactions and 888 catalyst types from USPTO. Predict which catalyst facilitates the given reaction. Reactant: [Cl:1][C:2]1[N:10]=[C:9]2[C:5]([N:6]=[CH:7][N:8]2[CH3:11])=[C:4](Cl)[N:3]=1.C([O-])([O-])=O.[Na+].[Na+].O.CC1(C)C(C)(C)OB([C:28]2[CH:29]=[C:30]([C:50]([F:53])([F:52])[F:51])[C:31]([O:34][CH2:35][CH2:36][CH:37]3[CH2:42][CH2:41][N:40]([C:43]([O:45][C:46]([CH3:49])([CH3:48])[CH3:47])=[O:44])[CH2:39][CH2:38]3)=[N:32][CH:33]=2)O1. Product: [Cl:1][C:2]1[N:10]=[C:9]2[C:5]([N:6]=[CH:7][N:8]2[CH3:11])=[C:4]([C:28]2[CH:29]=[C:30]([C:50]([F:53])([F:51])[F:52])[C:31]([O:34][CH2:35][CH2:36][CH:37]3[CH2:42][CH2:41][N:40]([C:43]([O:45][C:46]([CH3:47])([CH3:48])[CH3:49])=[O:44])[CH2:39][CH2:38]3)=[N:32][CH:33]=2)[N:3]=1. The catalyst class is: 77.